From a dataset of Peptide-MHC class I binding affinity with 185,985 pairs from IEDB/IMGT. Regression. Given a peptide amino acid sequence and an MHC pseudo amino acid sequence, predict their binding affinity value. This is MHC class I binding data. (1) The peptide sequence is LPVWLSYKV. The MHC is HLA-B51:01 with pseudo-sequence HLA-B51:01. The binding affinity (normalized) is 0.442. (2) The peptide sequence is QESSFVMMSA. The MHC is HLA-B44:02 with pseudo-sequence HLA-B44:02. The binding affinity (normalized) is 0.317. (3) The MHC is HLA-B07:02 with pseudo-sequence HLA-B07:02. The binding affinity (normalized) is 0.566. The peptide sequence is QPRAPIRPIPT. (4) The peptide sequence is NSTHNTPVY. The MHC is HLA-B15:01 with pseudo-sequence HLA-B15:01. The binding affinity (normalized) is 0. (5) The peptide sequence is VQSKMSDVK. The MHC is HLA-A03:01 with pseudo-sequence HLA-A03:01. The binding affinity (normalized) is 0.230.